The task is: Predict the product of the given reaction.. This data is from Forward reaction prediction with 1.9M reactions from USPTO patents (1976-2016). Given the reactants [NH:1]1[CH2:6][CH2:5][CH:4]([C:7]2[N:12]=[CH:11][C:10]([NH:13][C:14]3[N:19]=[C:18]([CH2:20][CH2:21][C:22]4[CH:27]=[CH:26][CH:25]=[CH:24][C:23]=4[CH:28]([CH3:32])[C:29]([NH2:31])=[O:30])[C:17]([C:33]([F:36])([F:35])[F:34])=[CH:16][N:15]=3)=[CH:9][CH:8]=2)[CH2:3][CH2:2]1.C=O.[C:39](O[BH-](OC(=O)C)OC(=O)C)(=O)C.[Na+], predict the reaction product. The product is: [CH3:39][N:1]1[CH2:6][CH2:5][CH:4]([C:7]2[N:12]=[CH:11][C:10]([NH:13][C:14]3[N:19]=[C:18]([CH2:20][CH2:21][C:22]4[CH:27]=[CH:26][CH:25]=[CH:24][C:23]=4[CH:28]([CH3:32])[C:29]([NH2:31])=[O:30])[C:17]([C:33]([F:34])([F:36])[F:35])=[CH:16][N:15]=3)=[CH:9][CH:8]=2)[CH2:3][CH2:2]1.